From a dataset of Reaction yield outcomes from USPTO patents with 853,638 reactions. Predict the reaction yield, written as a fraction of the theoretical maximum amount of product (1.0 means a 100% yield; for example, 0.34 means a 34% yield). (1) The reactants are [C:1]([N:5]1[CH2:10][CH2:9][N:8]([C:11](OC(C)(C)C)=[O:12])[C@@H:7]([C:18]([N:20]2[CH2:25][CH2:24][NH:23][CH2:22][CH2:21]2)=[O:19])[CH2:6]1)([CH3:4])([CH3:3])[CH3:2].[Cl:26][C:27]1[CH:32]=[CH:31][C:30]([NH:33][C:34](=O)[O:35]C2C=CC=CC=2)=[CH:29][C:28]=1[F:43]. The catalyst is C(Cl)Cl. The product is [NH3:5].[CH3:11][OH:12].[C:1]([N:5]1[CH2:10][CH2:9][NH:8][C@@H:7]([C:18]([N:20]2[CH2:25][CH2:24][N:23]([C:34]([NH:33][C:30]3[CH:31]=[CH:32][C:27]([Cl:26])=[C:28]([F:43])[CH:29]=3)=[O:35])[CH2:22][CH2:21]2)=[O:19])[CH2:6]1)([CH3:2])([CH3:4])[CH3:3]. The yield is 0.100. (2) The reactants are [CH3:1][O:2][C:3](=[O:24])[CH2:4][C:5]1[C:14]([CH3:15])=[C:13]([C:16]2[CH:21]=[CH:20][C:19]([NH2:22])=[CH:18][CH:17]=2)[C:12]2[C:7](=[CH:8][CH:9]=[C:10]([Cl:23])[CH:11]=2)[CH:6]=1.[C:25]1([S:31](Cl)(=[O:33])=[O:32])[CH:30]=[CH:29][CH:28]=[CH:27][CH:26]=1.C(N(C(C)C)CC)(C)C. The catalyst is C1COCC1. The product is [CH3:1][O:2][C:3](=[O:24])[CH2:4][C:5]1[C:14]([CH3:15])=[C:13]([C:16]2[CH:21]=[CH:20][C:19]([NH:22][S:31]([C:25]3[CH:30]=[CH:29][CH:28]=[CH:27][CH:26]=3)(=[O:33])=[O:32])=[CH:18][CH:17]=2)[C:12]2[C:7](=[CH:8][CH:9]=[C:10]([Cl:23])[CH:11]=2)[CH:6]=1. The yield is 0.760.